Task: Predict the reaction yield, written as a fraction of the theoretical maximum amount of product (1.0 means a 100% yield; for example, 0.34 means a 34% yield).. Dataset: Reaction yield outcomes from USPTO patents with 853,638 reactions (1) The reactants are [CH3:1][C:2]1[NH:7][C:6](=[O:8])[C:5]([C:9]#[N:10])=[C:4]([C:11]2[CH:16]=[CH:15][N:14]=[CH:13][CH:12]=2)[CH:3]=1.[BH4-].[Na+].II.Cl. The catalyst is C1COCC1. The product is [NH2:10][CH2:9][C:5]1[C:6](=[O:8])[NH:7][C:2]([CH3:1])=[CH:3][C:4]=1[C:11]1[CH:12]=[CH:13][N:14]=[CH:15][CH:16]=1. The yield is 0.310. (2) No catalyst specified. The reactants are [O:1]=[C:2]([C:13]1[O:14][C:15]([C:18]2[CH:23]=[CH:22][CH:21]=[CH:20][N:19]=2)=[CH:16][N:17]=1)[CH2:3][CH2:4][CH2:5][CH2:6][C:7]#[C:8][Si](C)(C)C.[F:24][C:25]1[CH:30]=[CH:29][CH:28]=[CH:27][C:26]=1I. The yield is 0.380. The product is [O:1]=[C:2]([C:13]1[O:14][C:15]([C:18]2[CH:23]=[CH:22][CH:21]=[CH:20][N:19]=2)=[CH:16][N:17]=1)[CH2:3][CH2:4][CH2:5][CH2:6][C:7]#[C:8][C:26]1[CH:27]=[CH:28][CH:29]=[CH:30][C:25]=1[F:24]. (3) The reactants are [H-].[Na+].O[C:4]1[CH:9]=[CH:8][CH:7]=[CH:6][N:5]=1.[H][H].[C:12]([O-:15])([O-])=O.[K+].[K+].Br.[NH2:19][C:20]1[S:21]C(Br)=[CH:23][N:24]=1. The catalyst is COCCOC. The product is [N:5]1[CH:6]=[CH:7][CH:8]=[C:9]([O:15][C:12]2[S:21][C:20]([NH2:19])=[N:24][CH:23]=2)[CH:4]=1. The yield is 0.0300. (4) The reactants are Cl[C:2]1[N:7]=[C:6]([NH:8][CH:9]2[CH2:17][CH:16]3[N:12]([CH2:13][CH2:14][CH2:15]3)[C:11]([CH3:19])([CH3:18])[CH2:10]2)[C:5]([F:20])=[CH:4][N:3]=1.[CH3:21][C:22]1([CH3:37])[O:27][C:26]2[C:28](F)=[CH:29][C:30]([NH2:32])=[CH:31][C:25]=2[N:24]2[N:34]=[N:35][N:36]=[C:23]12.Cl. The catalyst is CC(O)C.O1CCOCC1. The product is [CH3:21][C:22]1([CH3:37])[O:27][C:26]2[CH:28]=[CH:29][C:30]([NH:32][C:2]3[N:7]=[C:6]([NH:8][CH:9]4[CH2:17][CH:16]5[N:12]([CH2:13][CH2:14][CH2:15]5)[C:11]([CH3:19])([CH3:18])[CH2:10]4)[C:5]([F:20])=[CH:4][N:3]=3)=[CH:31][C:25]=2[N:24]2[N:34]=[N:35][N:36]=[C:23]12. The yield is 0.720. (5) The reactants are Cl.Cl.[CH3:3][C@H:4]1[C:12]2[C:11]([N:13]3[CH2:18][CH2:17][NH:16][CH2:15][CH2:14]3)=[N:10][CH:9]=[N:8][C:7]=2[C@H:6]([OH:19])[CH2:5]1.[C:20]([O:24][C:25]([N:27]([CH:40]([CH3:42])[CH3:41])[CH2:28][CH:29]([C:33]1[CH:38]=[CH:37][C:36]([Cl:39])=[CH:35][CH:34]=1)[C:30](O)=[O:31])=[O:26])([CH3:23])([CH3:22])[CH3:21].CN(C(ON1N=NC2C=CC=CC1=2)=[N+](C)C)C.F[P-](F)(F)(F)(F)F. The catalyst is C(Cl)Cl.C(N(CC)CC)C. The product is [Cl:39][C:36]1[CH:37]=[CH:38][C:33]([CH:29]([C:30]([N:16]2[CH2:15][CH2:14][N:13]([C:11]3[C:12]4[C@H:4]([CH3:3])[CH2:5][C@@H:6]([OH:19])[C:7]=4[N:8]=[CH:9][N:10]=3)[CH2:18][CH2:17]2)=[O:31])[CH2:28][N:27]([CH:40]([CH3:41])[CH3:42])[C:25](=[O:26])[O:24][C:20]([CH3:22])([CH3:21])[CH3:23])=[CH:34][CH:35]=1. The yield is 0.780.